This data is from CYP2D6 inhibition data for predicting drug metabolism from PubChem BioAssay. The task is: Regression/Classification. Given a drug SMILES string, predict its absorption, distribution, metabolism, or excretion properties. Task type varies by dataset: regression for continuous measurements (e.g., permeability, clearance, half-life) or binary classification for categorical outcomes (e.g., BBB penetration, CYP inhibition). Dataset: cyp2d6_veith. The compound is COc1ccccc1CNc1ncnc2ccc(-c3cccnc3)cc12. The result is 1 (inhibitor).